This data is from Catalyst prediction with 721,799 reactions and 888 catalyst types from USPTO. The task is: Predict which catalyst facilitates the given reaction. (1) Reactant: ClC1N=C(Cl)C(C(F)(F)F)=CN=1.Cl.CS(C1C=C(CN)C=CC=1)=O.C(N(C(C)C)CC)(C)C.Cl[C:35]1[N:40]=[C:39]([NH:41][CH2:42][C:43]2[CH:48]=[CH:47][CH:46]=[C:45]([S:49]([CH3:51])=[O:50])[CH:44]=2)[C:38]([C:52]([F:55])([F:54])[F:53])=[CH:37][N:36]=1.ClC1C(C(F)(F)F)=CN=C(NCC2C=CC=C(S(C)=O)C=2)N=1.[NH2:78][C:79]1[CH:93]=[CH:92][C:82]([CH2:83][P:84](=[O:91])([O:88][CH2:89][CH3:90])[O:85][CH2:86][CH3:87])=[CH:81][CH:80]=1.C(O)(C(F)(F)F)=O. Product: [CH3:51][S:49]([C:45]1[CH:44]=[C:43]([CH:48]=[CH:47][CH:46]=1)[CH2:42][NH:41][C:39]1[C:38]([C:52]([F:55])([F:54])[F:53])=[CH:37][N:36]=[C:35]([NH:78][C:79]2[CH:80]=[CH:81][C:82]([CH2:83][P:84](=[O:91])([O:85][CH2:86][CH3:87])[O:88][CH2:89][CH3:90])=[CH:92][CH:93]=2)[N:40]=1)=[O:50]. The catalyst class is: 175. (2) Reactant: [Cl:1][C:2]1[CH:3]=[CH:4][C:5]([O:11][CH3:12])=[C:6](B(O)O)[CH:7]=1.[Cl:13][C:14]1[CH:15]=[C:16](I)[C:17]([NH2:20])=[N:18][CH:19]=1.C(=O)([O-])[O-].[Na+].[Na+]. Product: [Cl:13][C:14]1[CH:15]=[C:16]([C:6]2[CH:7]=[C:2]([Cl:1])[CH:3]=[CH:4][C:5]=2[O:11][CH3:12])[C:17]([NH2:20])=[N:18][CH:19]=1. The catalyst class is: 206. (3) Reactant: [Cl:1][C:2]1[CH:3]=[C:4]([C@H:9]([CH2:20][CH:21]=O)[CH2:10][N:11]([CH3:19])[C:12](=[O:18])[O:13][C:14]([CH3:17])([CH3:16])[CH3:15])[CH:5]=[CH:6][C:7]=1[Cl:8].Cl.[NH:24]1[CH2:27][CH:26]([N:28]2[CH2:33][CH2:32][S:31][CH2:30][CH2:29]2)[CH2:25]1.C(O[BH-](OC(=O)C)OC(=O)C)(=O)C.[Na+].C(N(CC)CC)C. Product: [Cl:1][C:2]1[CH:3]=[C:4]([C@H:9]([CH2:20][CH2:21][N:24]2[CH2:27][CH:26]([N:28]3[CH2:33][CH2:32][S:31][CH2:30][CH2:29]3)[CH2:25]2)[CH2:10][N:11]([CH3:19])[C:12](=[O:18])[O:13][C:14]([CH3:17])([CH3:16])[CH3:15])[CH:5]=[CH:6][C:7]=1[Cl:8]. The catalyst class is: 26. (4) Reactant: C([Sn](CCCC)(CCCC)[C:6]1[CH:11]=[CH:10][N:9]=[CH:8][CH:7]=1)CCC.[Cl:20][C:21]1[CH:26]=[CH:25][N:24]=[C:23]2[CH:27]=[C:28](I)[S:29][C:22]=12. Product: [Cl:20][C:21]1[CH:26]=[CH:25][N:24]=[C:23]2[CH:27]=[C:28]([C:6]3[CH:7]=[CH:8][N:9]=[CH:10][CH:11]=3)[S:29][C:22]=12. The catalyst class is: 3. (5) Reactant: Cl[C:2]1[N:7]=[C:6]([NH:8][C@H:9]([C:11]2[CH:16]=[CH:15][CH:14]=[C:13]([O:17][CH3:18])[CH:12]=2)[CH3:10])[C:5]([Cl:19])=[CH:4][N:3]=1.[NH2:20][C:21]1[CH:22]=[C:23]([CH:26]=[CH:27][CH:28]=1)[CH2:24][OH:25].O.C1(C)C=CC(S(O)(=O)=O)=CC=1.C([O-])(O)=O.[Na+]. Product: [Cl:19][C:5]1[C:6]([NH:8][C@H:9]([C:11]2[CH:16]=[CH:15][CH:14]=[C:13]([O:17][CH3:18])[CH:12]=2)[CH3:10])=[N:7][C:2]([NH:20][C:21]2[CH:22]=[C:23]([CH2:24][OH:25])[CH:26]=[CH:27][CH:28]=2)=[N:3][CH:4]=1. The catalyst class is: 12. (6) Reactant: [C:1]([O:5][C:6]([NH:8][CH:9]1[CH2:12][NH:11][CH2:10]1)=[O:7])([CH3:4])([CH3:3])[CH3:2].Br[C:14]1[S:15][C:16]([C:22]([O:24][CH2:25][CH3:26])=[O:23])=[C:17]([CH:19]([CH3:21])[CH3:20])[N:18]=1.C(N(C(C)C)CC)(C)C. Product: [C:1]([O:5][C:6]([NH:8][CH:9]1[CH2:10][N:11]([C:14]2[S:15][C:16]([C:22]([O:24][CH2:25][CH3:26])=[O:23])=[C:17]([CH:19]([CH3:20])[CH3:21])[N:18]=2)[CH2:12]1)=[O:7])([CH3:4])([CH3:2])[CH3:3]. The catalyst class is: 39.